Predict the reactants needed to synthesize the given product. From a dataset of Full USPTO retrosynthesis dataset with 1.9M reactions from patents (1976-2016). (1) The reactants are: COC1C=CC(P2(SP(C3C=CC(OC)=CC=3)(=S)S2)=[S:10])=CC=1.[C:23]([NH:26][NH:27][C:28](=O)[CH2:29][N:30]1[C:34]([CH2:35][CH3:36])=[C:33]([O:37][C:38]2[CH:43]=[CH:42][C:41]([C:44]#[N:45])=[CH:40][CH:39]=2)[C:32]([CH2:46][CH3:47])=[N:31]1)(=O)[CH3:24]. Given the product [CH2:46]([C:32]1[C:33]([O:37][C:38]2[CH:43]=[CH:42][C:41]([C:44]#[N:45])=[CH:40][CH:39]=2)=[C:34]([CH2:35][CH3:36])[N:30]([CH2:29][C:28]2[S:10][C:23]([CH3:24])=[N:26][N:27]=2)[N:31]=1)[CH3:47], predict the reactants needed to synthesize it. (2) Given the product [C:19]([O:23][C:24]([N:26]1[CH2:31][C@@H:30]2[CH2:32][C@H:27]1[CH2:28][N:29]2[C:10]1[C:11]2[CH:17]=[CH:16][N:15]=[CH:14][C:12]=2[N:13]=[C:8]([C:6]2[CH:5]=[CH:4][N:3]=[C:2]([Cl:1])[CH:7]=2)[N:9]=1)=[O:25])([CH3:22])([CH3:20])[CH3:21], predict the reactants needed to synthesize it. The reactants are: [Cl:1][C:2]1[CH:7]=[C:6]([C:8]2[N:9]=[C:10](O)[C:11]3[CH:17]=[CH:16][N:15]=[CH:14][C:12]=3[N:13]=2)[CH:5]=[CH:4][N:3]=1.[C:19]([O:23][C:24]([N:26]1[CH2:31][C@@H:30]2[CH2:32][C@H:27]1[CH2:28][NH:29]2)=[O:25])([CH3:22])([CH3:21])[CH3:20].